This data is from Forward reaction prediction with 1.9M reactions from USPTO patents (1976-2016). The task is: Predict the product of the given reaction. (1) Given the reactants C(OC1C=C(C2C=CC=C(C(C3OC(C)=NN=3)O)C=2)C=CC=1)C1C=CC=CC=1.[CH3:29][O:30][C:31]1[CH:32]=[C:33]([CH:37](C2OC(C)=NN=2)[OH:38])[CH:34]=[CH:35][CH:36]=1.CN1NC=CO1, predict the reaction product. The product is: [CH:37](=[O:38])[C:33]1[CH:34]=[CH:35][CH:36]=[C:31]([O:30][CH3:29])[CH:32]=1. (2) Given the reactants Br[C:2]1[CH:3]=[CH:4][C:5]([Cl:9])=[C:6]([CH:8]=1)[NH2:7].[NH:10]1[CH2:15][CH2:14][O:13][CH2:12][CH2:11]1.C1(P(C2CCCCC2)C2(C(C)C)CC(C(C)C)=CC(C(C)C)=C2C2C=CC=CC=2)CCCCC1.CC(C1C=C(C(C)C)C(C2C=CC=CC=2P(C2CCCCC2)C2CCCCC2)=C(C(C)C)C=1)C, predict the reaction product. The product is: [Cl:9][C:5]1[CH:4]=[CH:3][C:2]([N:10]2[CH2:15][CH2:14][O:13][CH2:12][CH2:11]2)=[CH:8][C:6]=1[NH2:7]. (3) Given the reactants [N+:1]([C:4]1[CH:24]=[CH:23][C:7]([CH2:8][N:9]2[C:13]3=[N:14][CH:15]=[CH:16][CH:17]=[C:12]3[C:11]([CH2:18][C:19]([O:21][CH3:22])=[O:20])=[N:10]2)=[CH:6][CH:5]=1)([O-])=O, predict the reaction product. The product is: [NH2:1][C:4]1[CH:5]=[CH:6][C:7]([CH2:8][N:9]2[C:13]3=[N:14][CH:15]=[CH:16][CH:17]=[C:12]3[C:11]([CH2:18][C:19]([O:21][CH3:22])=[O:20])=[N:10]2)=[CH:23][CH:24]=1. (4) Given the reactants [F:1][C:2]1[CH:7]=[C:6]([F:8])[CH:5]=[CH:4][C:3]=1[C:9]1[CH:14]=[CH:13][C:12]([C@@H:15]([N:17]2[CH2:22][CH2:21][C@:20]([CH2:30][CH2:31][C:32]([NH2:34])=O)([C:23]3[CH:28]=[CH:27][C:26]([F:29])=[CH:25][CH:24]=3)[O:19][C:18]2=[O:35])[CH3:16])=[CH:11][CH:10]=1.C(OC(C(F)(F)F)=O)(C(F)(F)F)=O, predict the reaction product. The product is: [F:1][C:2]1[CH:7]=[C:6]([F:8])[CH:5]=[CH:4][C:3]=1[C:9]1[CH:14]=[CH:13][C:12]([C@@H:15]([N:17]2[CH2:22][CH2:21][C@:20]([CH2:30][CH2:31][C:32]#[N:34])([C:23]3[CH:28]=[CH:27][C:26]([F:29])=[CH:25][CH:24]=3)[O:19][C:18]2=[O:35])[CH3:16])=[CH:11][CH:10]=1. (5) Given the reactants [NH2:1][C:2]1[CH:3]=[C:4]([OH:8])[CH:5]=[CH:6][CH:7]=1.C(N(CC)CC)C.[C:16]([O:20]C(OC([O:20][C:16]([CH3:19])([CH3:18])[CH3:17])=O)=O)([CH3:19])([CH3:18])[CH3:17].[CH2:31]([O:33]CC)C, predict the reaction product. The product is: [C:16]([O:20][N:1]([C:2]1[CH:7]=[CH:6][CH:5]=[C:4]([OH:8])[CH:3]=1)[CH:31]=[O:33])([CH3:19])([CH3:18])[CH3:17].